This data is from Forward reaction prediction with 1.9M reactions from USPTO patents (1976-2016). The task is: Predict the product of the given reaction. Given the reactants Cl[C:2]1[C:3]([NH2:9])=[N:4][CH:5]=[N:6][C:7]=1Cl.[NH2:10][C@@H:11]1[CH2:16][CH2:15][CH2:14][C@H:13]([NH:17][C:18](=[O:24])OC(C)(C)C)[CH2:12]1.[O:25]([C:32]1[CH:37]=[CH:36][C:35](B(O)O)=[CH:34][CH:33]=1)[C:26]1[CH:31]=[CH:30][CH:29]=[CH:28][CH:27]=1.[C:41](Cl)(=O)[CH:42]=C, predict the reaction product. The product is: [NH2:9][C:3]1[N:4]=[CH:5][N:6]=[C:7]([NH:10][C@H:11]2[CH2:16][CH2:15][CH2:14][C@H:13]([NH:17][C:18](=[O:24])[CH:41]=[CH2:42])[CH2:12]2)[C:2]=1[C:29]1[CH:30]=[CH:31][C:26]([O:25][C:32]2[CH:37]=[CH:36][CH:35]=[CH:34][CH:33]=2)=[CH:27][CH:28]=1.